Dataset: Reaction yield outcomes from USPTO patents with 853,638 reactions. Task: Predict the reaction yield, written as a fraction of the theoretical maximum amount of product (1.0 means a 100% yield; for example, 0.34 means a 34% yield). (1) The reactants are [CH3:1][CH:2]1[CH2:7][CH2:6][CH2:5][CH2:4][N:3]1[C:8]([N:10]1[CH2:16][C:15]2[CH:17]=[CH:18][C:19]([C:21]([O:23]C)=O)=[CH:20][C:14]=2[O:13][CH2:12][CH2:11]1)=[O:9].[NH2:25][OH:26].[OH-].[Na+]. The yield is 0.426. The product is [OH:26][NH:25][C:21]([C:19]1[CH:18]=[CH:17][C:15]2[CH2:16][N:10]([C:8]([N:3]3[CH2:4][CH2:5][CH2:6][CH2:7][CH:2]3[CH3:1])=[O:9])[CH2:11][CH2:12][O:13][C:14]=2[CH:20]=1)=[O:23]. The catalyst is C1COCC1.CO. (2) The reactants are FC(F)(F)S(O[C:7]1[CH2:8][CH2:9][O:10][CH2:11][CH:12]=1)(=O)=O.[CH3:15][C:16]1([CH3:32])[C:20]([CH3:22])([CH3:21])[O:19][B:18]([B:18]2[O:19][C:20]([CH3:22])([CH3:21])[C:16]([CH3:32])([CH3:15])[O:17]2)[O:17]1.C([O-])(=O)C.[K+].O. The catalyst is CS(C)=O.C(Cl)Cl.[Pd](Cl)Cl.C1(P(C2C=CC=CC=2)[C-]2C=CC=C2)C=CC=CC=1.[C-]1(P(C2C=CC=CC=2)C2C=CC=CC=2)C=CC=C1.[Fe+2]. The product is [O:10]1[CH2:11][CH:12]=[C:7]([B:18]2[O:19][C:20]([CH3:22])([CH3:21])[C:16]([CH3:32])([CH3:15])[O:17]2)[CH2:8][CH2:9]1. The yield is 0.505. (3) The reactants are [CH2:1]([O:8][C:9]1[CH:18]=[C:17]2[C:12]([C:13](=O)[N:14]=[CH:15][NH:16]2)=[CH:11][C:10]=1[F:20])[C:2]1[CH:7]=[CH:6][CH:5]=[CH:4][CH:3]=1.P(Cl)(Cl)([Cl:23])=O. No catalyst specified. The product is [CH2:1]([O:8][C:9]1[CH:18]=[C:17]2[C:12]([C:13]([Cl:23])=[N:14][CH:15]=[N:16]2)=[CH:11][C:10]=1[F:20])[C:2]1[CH:7]=[CH:6][CH:5]=[CH:4][CH:3]=1. The yield is 0.710. (4) The reactants are [CH3:1][C:2]1([CH3:20])[C:7]2[CH:8]=[C:9]([C:12]3[NH:16][C:15]([C:17]#[N:18])=[CH:14][CH:13]=3)[CH:10]=[CH:11][C:6]=2[NH:5][C:4](=[O:19])[O:3]1.[C:21](=O)([O-])[O-].[K+].[K+].IC.O. The catalyst is CN(C)C=O. The product is [CH3:1][C:2]1([CH3:20])[C:7]2[CH:8]=[C:9]([C:12]3[N:16]([CH3:21])[C:15]([C:17]#[N:18])=[CH:14][CH:13]=3)[CH:10]=[CH:11][C:6]=2[NH:5][C:4](=[O:19])[O:3]1. The yield is 0.410. (5) The reactants are Cl.CO[C:4](=[NH:9])[CH2:5][CH:6]1[CH2:8][CH2:7]1.[CH3:10][C:11]1([CH3:19])[O:16][C:15](=[O:17])[CH2:14][C:13](=[O:18])[O:12]1.C(N(CC)CC)C. The catalyst is C(Cl)(Cl)Cl.ClCCl. The product is [NH2:9][C:4](=[C:14]1[C:15](=[O:17])[O:16][C:11]([CH3:19])([CH3:10])[O:12][C:13]1=[O:18])[CH2:5][CH:6]1[CH2:7][CH2:8]1. The yield is 0.0900. (6) The reactants are [Br:1][C:2]1[CH:10]=[C:9]2[C:5]([CH2:6][C:7](=[O:11])[NH:8]2)=[CH:4][CH:3]=1.[NH:12]1[CH:16]=[CH:15][CH:14]=[C:13]1[CH:17]=O.N1CCCCC1. The catalyst is CO. The product is [Br:1][C:2]1[CH:10]=[C:9]2[C:5](/[C:6](=[CH:17]/[C:13]3[NH:12][CH:16]=[CH:15][CH:14]=3)/[C:7](=[O:11])[NH:8]2)=[CH:4][CH:3]=1. The yield is 0.480. (7) The reactants are [NH2:1][C:2]1[CH:3]=[C:4]([OH:8])[CH:5]=[CH:6][CH:7]=1.Br[C:10]1[CH:15]=[CH:14][C:13]([C:16]([F:19])([F:18])[F:17])=[CH:12][CH:11]=1.C(=O)([O-])[O-].[Cs+].[Cs+]. The catalyst is CC(N(C)C)=O.O. The product is [F:17][C:16]([F:19])([F:18])[C:13]1[CH:14]=[CH:15][C:10]([O:8][C:4]2[CH:3]=[C:2]([CH:7]=[CH:6][CH:5]=2)[NH2:1])=[CH:11][CH:12]=1. The yield is 0.590. (8) The reactants are [NH:1]1[CH:5]=[C:4]([C:6]([O:8][CH2:9][CH3:10])=[O:7])[CH:3]=[N:2]1.Br[CH:12]([CH3:20])[C:13]([O:15]C(C)(C)C)=[O:14]. No catalyst specified. The product is [CH2:9]([O:8][C:6]([C:4]1[CH:5]=[N:1][N:2]([CH:12]([CH3:20])[C:13]([OH:15])=[O:14])[CH:3]=1)=[O:7])[CH3:10]. The yield is 0.870. (9) The catalyst is O.C(O)C.CN(C=O)C. The yield is 0.504. The reactants are [C:1]([C:3]1[CH:8]=[CH:7][C:6]([C:9]2[CH:10]=[N:11][N:12]([C:15]3[CH:23]=[CH:22][C:18]([C:19](O)=[O:20])=[CH:17][N:16]=3)[C:13]=2[OH:14])=[C:5]([CH3:24])[CH:4]=1)#[N:2].N1(O)C2C=CC=CC=2N=N1.Cl.C(N=C=NCCCN(C)C)C.C(N(C(C)C)C(C)C)C.Cl.Cl.[CH2:58]([N:60]1[CH2:65][CH2:64][NH:63][C@H:62]([CH3:66])[CH2:61]1)[CH3:59].Cl. The product is [CH2:58]([N:60]1[CH2:65][CH2:64][N:63]([C:19]([C:18]2[CH:22]=[CH:23][C:15]([N:12]3[C:13]([OH:14])=[C:9]([C:6]4[CH:7]=[CH:8][C:3]([C:1]#[N:2])=[CH:4][C:5]=4[CH3:24])[CH:10]=[N:11]3)=[N:16][CH:17]=2)=[O:20])[C@H:62]([CH3:66])[CH2:61]1)[CH3:59].